Dataset: NCI-60 drug combinations with 297,098 pairs across 59 cell lines. Task: Regression. Given two drug SMILES strings and cell line genomic features, predict the synergy score measuring deviation from expected non-interaction effect. (1) Drug 1: C1=NC2=C(N1)C(=S)N=CN2. Drug 2: C1CN(CCN1C(=O)CCBr)C(=O)CCBr. Cell line: T-47D. Synergy scores: CSS=11.6, Synergy_ZIP=-2.82, Synergy_Bliss=3.48, Synergy_Loewe=1.36, Synergy_HSA=1.33. (2) Drug 1: C1=CC(=CC=C1CC(C(=O)O)N)N(CCCl)CCCl.Cl. Drug 2: C1=CC(=CC=C1CCCC(=O)O)N(CCCl)CCCl. Cell line: CCRF-CEM. Synergy scores: CSS=64.8, Synergy_ZIP=-2.44, Synergy_Bliss=-4.51, Synergy_Loewe=-9.01, Synergy_HSA=-3.45. (3) Drug 1: CCC(=C(C1=CC=CC=C1)C2=CC=C(C=C2)OCCN(C)C)C3=CC=CC=C3.C(C(=O)O)C(CC(=O)O)(C(=O)O)O. Drug 2: C1=CN(C=N1)CC(O)(P(=O)(O)O)P(=O)(O)O. Cell line: NCI-H226. Synergy scores: CSS=1.23, Synergy_ZIP=-3.17, Synergy_Bliss=-2.97, Synergy_Loewe=-1.91, Synergy_HSA=-1.97. (4) Drug 1: CNC(=O)C1=CC=CC=C1SC2=CC3=C(C=C2)C(=NN3)C=CC4=CC=CC=N4. Drug 2: C1CN1P(=S)(N2CC2)N3CC3. Cell line: SK-MEL-2. Synergy scores: CSS=-4.41, Synergy_ZIP=-1.81, Synergy_Bliss=-6.68, Synergy_Loewe=-10.2, Synergy_HSA=-8.69. (5) Drug 1: CN(C)C1=NC(=NC(=N1)N(C)C)N(C)C. Drug 2: C(CCl)NC(=O)N(CCCl)N=O. Cell line: NCI-H522. Synergy scores: CSS=2.44, Synergy_ZIP=0.240, Synergy_Bliss=0.0369, Synergy_Loewe=-8.43, Synergy_HSA=-3.93. (6) Drug 1: C1=CN(C=N1)CC(O)(P(=O)(O)O)P(=O)(O)O. Drug 2: C1CC(=O)NC(=O)C1N2C(=O)C3=CC=CC=C3C2=O. Cell line: HCC-2998. Synergy scores: CSS=10.3, Synergy_ZIP=-0.643, Synergy_Bliss=2.49, Synergy_Loewe=-2.76, Synergy_HSA=0.302.